Dataset: KCNQ2 potassium channel screen with 302,405 compounds. Task: Binary Classification. Given a drug SMILES string, predict its activity (active/inactive) in a high-throughput screening assay against a specified biological target. (1) The compound is s1c(N2C(CCC2)C(=O)Nc2ccc(cc2)CC)nn2c1nc(cc2=O)C. The result is 0 (inactive). (2) The molecule is o1c2c(c(NC(=O)COCC)c1C(OCC)=O)cccc2. The result is 0 (inactive). (3) The compound is OC(CN1CCN(CC1)CCO)COc1ccc(cc1)C(=O)C. The result is 0 (inactive).